Task: Predict the reactants needed to synthesize the given product.. Dataset: Full USPTO retrosynthesis dataset with 1.9M reactions from patents (1976-2016) Given the product [CH:11]12[CH:3]([C:4]([OH:6])=[O:5])[CH:12]1[CH2:13][O:9][CH2:10]2, predict the reactants needed to synthesize it. The reactants are: [N+](=[CH:3][C:4]([O:6]CC)=[O:5])=[N-].[O:9]1[CH2:13][CH:12]=[CH:11][CH2:10]1.[OH-].[Li+].